Dataset: Reaction yield outcomes from USPTO patents with 853,638 reactions. Task: Predict the reaction yield, written as a fraction of the theoretical maximum amount of product (1.0 means a 100% yield; for example, 0.34 means a 34% yield). (1) The reactants are P(Cl)(Cl)(Cl)=O.[OH:6][C:7]1[N:8]=[C:9]2[CH:17]=[C:16]([O:18][CH2:19][C:20]3[S:21][CH:22]=[C:23]([CH:25]([CH3:27])[CH3:26])[N:24]=3)[CH:15]=[CH:14][N:10]2[C:11](=[O:13])[CH:12]=1.[C:28](=O)([O-])[OH:29].[Na+]. The catalyst is CN(C)C=O. The product is [OH:6][C:7]1[N:8]=[C:9]2[CH:17]=[C:16]([O:18][CH2:19][C:20]3[S:21][CH:22]=[C:23]([CH:25]([CH3:27])[CH3:26])[N:24]=3)[CH:15]=[CH:14][N:10]2[C:11](=[O:13])[C:12]=1[CH:28]=[O:29]. The yield is 0.140. (2) The reactants are [OH:1][C:2]([CH3:35])([CH3:34])[CH2:3][C@@:4]1([C:28]2[CH:33]=[CH:32][CH:31]=[CH:30][CH:29]=2)[O:9][C:8](=[O:10])[N:7]([C@H:11]([C:13]2[CH:18]=[CH:17][C:16](B3OC(C)(C)C(C)(C)O3)=[CH:15][CH:14]=2)[CH3:12])[CH2:6][CH2:5]1.Br[C:37]1[CH:42]=[CH:41][N:40]([CH3:43])[C:39](=[O:44])[CH:38]=1.C([O-])([O-])=O.[Cs+].[Cs+]. The catalyst is O1CCOCC1.Cl[Pd](Cl)([P](C1C=CC=CC=1)(C1C=CC=CC=1)C1C=CC=CC=1)[P](C1C=CC=CC=1)(C1C=CC=CC=1)C1C=CC=CC=1. The product is [OH:1][C:2]([CH3:34])([CH3:35])[CH2:3][C@@:4]1([C:28]2[CH:33]=[CH:32][CH:31]=[CH:30][CH:29]=2)[O:9][C:8](=[O:10])[N:7]([C@H:11]([C:13]2[CH:14]=[CH:15][C:16]([C:37]3[CH:42]=[CH:41][N:40]([CH3:43])[C:39](=[O:44])[CH:38]=3)=[CH:17][CH:18]=2)[CH3:12])[CH2:6][CH2:5]1. The yield is 0.430. (3) The reactants are [CH2:1]([O:3][CH:4]([O:19][CH2:20][CH3:21])[C:5]1[CH:18]=[CH:17][C:8]([CH2:9][NH:10][CH:11]2[CH2:16][CH2:15][O:14][CH2:13][CH2:12]2)=[CH:7][CH:6]=1)[CH3:2].[C:22](O[C:22]([O:24][C:25]([CH3:28])([CH3:27])[CH3:26])=[O:23])([O:24][C:25]([CH3:28])([CH3:27])[CH3:26])=[O:23].C(O)(=O)CC(CC(O)=O)(C(O)=O)O.C([O-])(O)=O.[Na+]. The catalyst is C(Cl)Cl.CCN(CC)CC. The product is [CH2:1]([O:3][CH:4]([O:19][CH2:20][CH3:21])[C:5]1[CH:6]=[CH:7][C:8]([CH2:9][N:10]([CH:11]2[CH2:16][CH2:15][O:14][CH2:13][CH2:12]2)[C:22](=[O:23])[O:24][C:25]([CH3:28])([CH3:27])[CH3:26])=[CH:17][CH:18]=1)[CH3:2]. The yield is 0.950.